From a dataset of Forward reaction prediction with 1.9M reactions from USPTO patents (1976-2016). Predict the product of the given reaction. Given the reactants [CH2:1]([C:3]1[CH:11]=[C:10]([C:12]([F:15])([F:14])[F:13])[CH:9]=[CH:8][C:4]=1[C:5]([OH:7])=O)[CH3:2].C([O:18][C:19](=[O:41])[C:20]([O:23][C:24]1[CH:29]=[CH:28][C:27]([O:30][C:31]2[CH:36]=[CH:35][CH:34]=[C:33]([CH2:37][NH2:38])[CH:32]=2)=[CH:26][C:25]=1[CH2:39]C)([CH3:22])[CH3:21])C, predict the reaction product. The product is: [CH2:1]([C:3]1[CH:11]=[C:10]([C:12]([F:15])([F:14])[F:13])[CH:9]=[CH:8][C:4]=1[C:5]([NH:38][CH2:37][C:33]1[CH:32]=[C:31]([CH:36]=[CH:35][CH:34]=1)[O:30][C:27]1[CH:28]=[CH:29][C:24]([O:23][C:20]([CH3:22])([CH3:21])[C:19]([OH:41])=[O:18])=[C:25]([CH3:39])[CH:26]=1)=[O:7])[CH3:2].